Predict the reactants needed to synthesize the given product. From a dataset of Full USPTO retrosynthesis dataset with 1.9M reactions from patents (1976-2016). (1) Given the product [Cl:42][C:43]1[CH:48]=[C:47]([F:49])[CH:46]=[CH:45][C:44]=1[S:50]([O:1][C:2]1[CH:10]=[CH:9][C:8]([C:11]2[N:12]([C:27]([O:29][C:30]([CH3:31])([CH3:33])[CH3:32])=[O:28])[C:13]3[C:18]([CH:19]=2)=[CH:17][C:16]([CH2:20][N:21]2[CH2:26][CH2:25][CH2:24][CH2:23][CH2:22]2)=[CH:15][CH:14]=3)=[C:7]2[C:3]=1[CH2:4][NH:5][C:6]2=[O:34])(=[O:52])=[O:51], predict the reactants needed to synthesize it. The reactants are: [OH:1][C:2]1[CH:10]=[CH:9][C:8]([C:11]2[N:12]([C:27]([O:29][C:30]([CH3:33])([CH3:32])[CH3:31])=[O:28])[C:13]3[C:18]([CH:19]=2)=[CH:17][C:16]([CH2:20][N:21]2[CH2:26][CH2:25][CH2:24][CH2:23][CH2:22]2)=[CH:15][CH:14]=3)=[C:7]2[C:3]=1[CH2:4][NH:5][C:6]2=[O:34].C(N(CC)CC)C.[Cl:42][C:43]1[CH:48]=[C:47]([F:49])[CH:46]=[CH:45][C:44]=1[S:50](Cl)(=[O:52])=[O:51]. (2) Given the product [Cl:2][C:3]1[CH:8]=[C:7]([N+:9]([O-:11])=[O:10])[CH:6]=[CH:5][C:4]=1[CH2:12][CH2:13][N:15]([CH2:16][CH3:17])[CH2:18][CH3:19], predict the reactants needed to synthesize it. The reactants are: B.[Cl:2][C:3]1[CH:8]=[C:7]([N+:9]([O-:11])=[O:10])[CH:6]=[CH:5][C:4]=1[CH2:12][C:13]([N:15]([CH2:18][CH3:19])[CH2:16][CH3:17])=O. (3) The reactants are: [CH3:1][O:2][C:3]1[N:8]=[C:7]2[CH:9]=[CH:10][NH:11][C:6]2=[CH:5][CH:4]=1.CN(C=O)C.[OH-].[K+].[I:19]I. Given the product [I:19][C:9]1[C:7]2=[N:8][C:3]([O:2][CH3:1])=[CH:4][CH:5]=[C:6]2[NH:11][CH:10]=1, predict the reactants needed to synthesize it. (4) The reactants are: [CH2:1]([C:3]1[O:4][CH:5]=[C:6]([CH2:8][N:9]2[C:14]3[CH:15]=[C:16]([C:18]4[CH:23]=[CH:22][CH:21]=[CH:20][CH:19]=4)[S:17][C:13]=3[C:12](=[O:24])[N:11]([CH:25]3[CH2:30][CH2:29][N:28](C(OC(C)(C)C)=O)[CH2:27][CH2:26]3)[C:10]2=[O:38])[N:7]=1)[CH3:2].[ClH:39]. Given the product [ClH:39].[CH2:1]([C:3]1[O:4][CH:5]=[C:6]([CH2:8][N:9]2[C:14]3[CH:15]=[C:16]([C:18]4[CH:23]=[CH:22][CH:21]=[CH:20][CH:19]=4)[S:17][C:13]=3[C:12](=[O:24])[N:11]([CH:25]3[CH2:30][CH2:29][NH:28][CH2:27][CH2:26]3)[C:10]2=[O:38])[N:7]=1)[CH3:2], predict the reactants needed to synthesize it. (5) Given the product [F:33][CH2:2][CH2:3][O:4][CH2:5][CH2:6][O:7][C:8]1[CH:13]=[CH:12][C:11]([C:14](=[O:26])/[CH:15]=[CH:16]/[C:17]2[CH:22]=[CH:21][C:20]([N:23]([CH3:25])[CH3:24])=[CH:19][CH:18]=2)=[CH:10][CH:9]=1, predict the reactants needed to synthesize it. The reactants are: O[CH2:2][CH2:3][O:4][CH2:5][CH2:6][O:7][C:8]1[CH:13]=[CH:12][C:11]([C:14](=[O:26])/[CH:15]=[CH:16]/[C:17]2[CH:22]=[CH:21][C:20]([N:23]([CH3:25])[CH3:24])=[CH:19][CH:18]=2)=[CH:10][CH:9]=1.CCN(S(F)(F)[F:33])CC.C(=O)([O-])[O-].[K+].[K+]. (6) Given the product [C:1]([NH:8][C@@H:9]([C:17]([N:32]1[CH2:33][CH2:34][CH:29]([CH:26]2[CH2:25][CH2:24][N:23]([CH3:22])[CH2:28][CH2:27]2)[CH2:30][CH2:31]1)=[O:19])[CH2:10][C:11]1[CH:16]=[CH:15][CH:14]=[CH:13][N:12]=1)([O:3][C:4]([CH3:5])([CH3:6])[CH3:7])=[O:2], predict the reactants needed to synthesize it. The reactants are: [C:1]([NH:8][C@@H:9]([C:17]([OH:19])=O)[CH2:10][C:11]1[CH:16]=[CH:15][CH:14]=[CH:13][N:12]=1)([O:3][C:4]([CH3:7])([CH3:6])[CH3:5])=[O:2].Br.Br.[CH3:22][N:23]1[CH2:28][CH2:27][CH:26]([CH:29]2[CH2:34][CH2:33][NH:32][CH2:31][CH2:30]2)[CH2:25][CH2:24]1. (7) Given the product [Cl:1][C:2]1[CH:3]=[C:4]2[C:9](=[N:10][CH:11]=1)[N:8]([CH2:29][C:30](=[O:31])[C:32]1[CH:37]=[CH:36][CH:35]=[CH:34][CH:33]=1)[C:7](=[O:12])[C:6]([C:13]#[N:14])=[C:5]2[N:15]1[CH2:20][CH2:19][N:18]([C:21]([C:23]2[O:24][CH:25]=[CH:26][CH:27]=2)=[O:22])[CH2:17][CH2:16]1, predict the reactants needed to synthesize it. The reactants are: [Cl:1][C:2]1[CH:3]=[C:4]2[C:9](=[N:10][CH:11]=1)[NH:8][C:7](=[O:12])[C:6]([C:13]#[N:14])=[C:5]2[N:15]1[CH2:20][CH2:19][N:18]([C:21]([C:23]2[O:24][CH:25]=[CH:26][CH:27]=2)=[O:22])[CH2:17][CH2:16]1.Br[CH2:29][C:30]([C:32]1[CH:37]=[CH:36][CH:35]=[CH:34][CH:33]=1)=[O:31].